Dataset: Forward reaction prediction with 1.9M reactions from USPTO patents (1976-2016). Task: Predict the product of the given reaction. (1) The product is: [CH2:17]([CH:16]1[CH:5]([C:4]([O:11][CH3:12])=[O:10])[C:6]([OH:8])=[CH:13][C:14](=[O:22])[CH2:15]1)[CH2:18][CH2:19][CH2:20][CH3:21]. Given the reactants C[O-].[Na+].[C:4]([O:11][CH3:12])(=[O:10])[CH2:5][C:6]([O:8]C)=O.[CH3:13][C:14](=[O:22])[CH:15]=[CH:16][CH2:17][CH2:18][CH2:19][CH2:20][CH3:21], predict the reaction product. (2) Given the reactants [C:1]([N:4]1[CH2:13][CH2:12][C:11]2[C:6](=[CH:7][CH:8]=[C:9]([S:14]([N:17](CC3C=CC(OC)=CC=3OC)[C:18]3[S:22][N:21]=[CH:20][N:19]=3)(=[O:16])=[O:15])[CH:10]=2)[CH:5]1[C:34]1[CH:39]=[CH:38][C:37]([C:40]([F:43])([F:42])[F:41])=[CH:36][C:35]=1[O:44][CH3:45])(=[O:3])[CH3:2].FC(F)(F)C(O)=O, predict the reaction product. The product is: [C:1]([N:4]1[CH2:13][CH2:12][C:11]2[C:6](=[CH:7][CH:8]=[C:9]([S:14]([NH:17][C:18]3[S:22][N:21]=[CH:20][N:19]=3)(=[O:16])=[O:15])[CH:10]=2)[CH:5]1[C:34]1[CH:39]=[CH:38][C:37]([C:40]([F:42])([F:43])[F:41])=[CH:36][C:35]=1[O:44][CH3:45])(=[O:3])[CH3:2]. (3) The product is: [S:23]1[C:27]2[CH:28]=[CH:29][CH:30]=[CH:31][C:26]=2[CH:25]=[C:24]1[C:2]1[CH:10]=[CH:9][C:8]([NH:11][C:12](=[O:22])[CH:13]([C:16]2[CH:21]=[CH:20][CH:19]=[CH:18][CH:17]=2)[CH2:14][CH3:15])=[CH:7][C:3]=1[C:4]([NH2:6])=[O:5]. Given the reactants I[C:2]1[CH:10]=[CH:9][C:8]([NH:11][C:12](=[O:22])[CH:13]([C:16]2[CH:21]=[CH:20][CH:19]=[CH:18][CH:17]=2)[CH2:14][CH3:15])=[CH:7][C:3]=1[C:4]([NH2:6])=[O:5].[S:23]1[C:27]2[CH:28]=[CH:29][CH:30]=[CH:31][C:26]=2[CH:25]=[C:24]1B(O)O.C(=O)([O-])[O-].[Na+].[Na+], predict the reaction product. (4) Given the reactants C([O-])([O-])=O.[Cs+].[Cs+].C(O[C:10]([C:12]1[CH:20]=[C:19]([OH:21])[C:15]2[CH:16]=[CH:17][O:18][C:14]=2[CH:13]=1)=[O:11])C.F[C:23]1[CH:28]=[CH:27][C:26]([S:29]([CH3:32])(=[O:31])=[O:30])=[CH:25][CH:24]=1.[CH3:33][N:34]1[CH:38]=[CH:37][C:36]([NH2:39])=[N:35]1.CN(C(ON1N=NC2C=CC=NC1=2)=[N+](C)C)C.F[P-](F)(F)(F)(F)F, predict the reaction product. The product is: [CH3:32][S:29]([C:26]1[CH:27]=[CH:28][C:23]([O:21][C:19]2[C:15]3[CH:16]=[CH:17][O:18][C:14]=3[CH:13]=[C:12]([C:10]([NH:39][C:36]3[CH:37]=[CH:38][N:34]([CH3:33])[N:35]=3)=[O:11])[CH:20]=2)=[CH:24][CH:25]=1)(=[O:31])=[O:30]. (5) Given the reactants [F:1][C:2]1[C:9]([F:10])=[CH:8][CH:7]=[C:6]([O:11][CH3:12])[C:3]=1C=O.ClC1C=CC=C(C(OO)=[O:21])C=1.S([O-])([O-])=O.[Na+].[Na+], predict the reaction product. The product is: [F:1][C:2]1[C:9]([F:10])=[CH:8][CH:7]=[C:6]([O:11][CH3:12])[C:3]=1[OH:21]. (6) Given the reactants I[C:2]1[N:7]=[CH:6][C:5]([C:8]([NH:11][C:12](=[O:14])[CH3:13])([CH3:10])[CH3:9])=[CH:4][CH:3]=1.[Br:15][C:16]1[CH:21]=[CH:20][C:19](B(O)O)=[CH:18][CH:17]=1.C([O-])([O-])=O.[Na+].[Na+], predict the reaction product. The product is: [Br:15][C:16]1[CH:21]=[CH:20][C:19]([C:2]2[N:7]=[CH:6][C:5]([C:8]([NH:11][C:12](=[O:14])[CH3:13])([CH3:10])[CH3:9])=[CH:4][CH:3]=2)=[CH:18][CH:17]=1. (7) Given the reactants C[Si]([N-][Si](C)(C)C)(C)C.[Na+].[Br-].[F:12][C:13]1[CH:38]=[CH:37][C:36]([N+:39]([O-:41])=[O:40])=[CH:35][C:14]=1[CH2:15][P+](C1C=CC=CC=1)(C1C=CC=CC=1)C1C=CC=CC=1.[CH:42](=O)[CH3:43].O, predict the reaction product. The product is: [F:12][C:13]1[CH:38]=[CH:37][C:36]([N+:39]([O-:41])=[O:40])=[CH:35][C:14]=1[CH:15]=[CH:42][CH3:43]. (8) Given the reactants [Cl:1][C:2]1[CH:7]=[CH:6][C:5]([CH:8]([C:12]2[CH:17]=[CH:16][C:15]([C:18]3[CH:19]=[N:20][NH:21][CH:22]=3)=[CH:14][CH:13]=2)[CH2:9][NH:10][CH3:11])=[CH:4][CH:3]=1.[NH:23]1[CH:27]=[CH:26]N=C1, predict the reaction product. The product is: [Cl:1][C:2]1[CH:3]=[CH:4][C:5]([CH:8]([C:12]2[CH:17]=[CH:16][C:15]([C:18]3[CH:22]=[N:21][NH:20][CH:19]=3)=[CH:14][CH:13]=2)[CH2:9][N:10]2[CH:26]=[CH:27][N:23]=[CH:11]2)=[CH:6][CH:7]=1.